From a dataset of Forward reaction prediction with 1.9M reactions from USPTO patents (1976-2016). Predict the product of the given reaction. (1) Given the reactants [NH2:1][CH2:2]C1C=NC=CC=1.Cl.[O:10]1[CH:14]=[CH:13][N:12]=[C:11]1NC.[F:17][C:18]1[CH:39]=[CH:38][C:21]([CH2:22][N:23]2[C:27](=[O:28])[N:26]([C:29]3[S:33][C:32]([C:34]([OH:36])=O)=[C:31]([CH3:37])[CH:30]=3)[CH:25]=[N:24]2)=[CH:20][CH:19]=1, predict the reaction product. The product is: [F:17][C:18]1[CH:39]=[CH:38][C:21]([CH2:22][N:23]2[C:27](=[O:28])[N:26]([C:29]3[S:33][C:32]([C:34]([NH:1][CH2:2][C:11]4[O:10][CH:14]=[CH:13][N:12]=4)=[O:36])=[C:31]([CH3:37])[CH:30]=3)[CH:25]=[N:24]2)=[CH:20][CH:19]=1. (2) Given the reactants [F:1][C:2]1[CH:7]=[CH:6][C:5]([C:8](=[O:10])[CH3:9])=[C:4]([OH:11])[CH:3]=1.[H-].[Na+].[CH2:14]([O:16]C(=O)OCC)C.Cl, predict the reaction product. The product is: [F:1][C:2]1[CH:3]=[C:4]2[C:5]([C:8]([OH:10])=[CH:9][C:14](=[O:16])[O:11]2)=[CH:6][CH:7]=1. (3) Given the reactants C(O)(=O)C.[C:5]([O:9][C:10]([N:12]1[CH2:17][C@H:16]([CH2:18][N:19]2[CH2:24][CH2:23][O:22][CH2:21][CH2:20]2)[N:15](CC2C=CC=CC=2)[CH2:14][C@H:13]1[CH3:32])=[O:11])([CH3:8])([CH3:7])[CH3:6], predict the reaction product. The product is: [C:5]([O:9][C:10]([N:12]1[CH2:17][C@H:16]([CH2:18][N:19]2[CH2:20][CH2:21][O:22][CH2:23][CH2:24]2)[NH:15][CH2:14][C@H:13]1[CH3:32])=[O:11])([CH3:8])([CH3:6])[CH3:7]. (4) Given the reactants [N:1]1[CH:6]=[CH:5][CH:4]=[CH:3][C:2]=1[CH2:7][CH2:8][CH2:9][OH:10].[Cl:11][C:12]1[CH:17]=[N:16][CH:15]=[C:14](Cl)[N:13]=1, predict the reaction product. The product is: [Cl:11][C:12]1[CH:17]=[N:16][CH:15]=[C:14]([O:10][CH2:9][CH2:8][CH2:7][C:2]2[CH:3]=[CH:4][CH:5]=[CH:6][N:1]=2)[N:13]=1. (5) Given the reactants FC(F)(F)C(O)=O.[NH:8]([C:12]1[CH:21]=[CH:20][C:15]([C:16]([O:18]C)=[O:17])=[C:14]([O:22][CH3:23])[CH:13]=1)[C:9]([NH2:11])=[NH:10].[ClH:24], predict the reaction product. The product is: [ClH:24].[NH:8]([C:12]1[CH:21]=[CH:20][C:15]([C:16]([OH:18])=[O:17])=[C:14]([O:22][CH3:23])[CH:13]=1)[C:9]([NH2:11])=[NH:10]. (6) Given the reactants [Cl:1][C:2]1[C:11]2[C:6](=[CH:7][CH:8]=[CH:9][CH:10]=2)[N:5]=[C:4]([C:12]([O:14]CC)=O)[N:3]=1.[F:17][C:18]1[CH:19]=[C:20]([Mg]Br)[CH:21]=[CH:22][C:23]=1[F:24].C1COCC1.[Cl-].[NH4+], predict the reaction product. The product is: [Cl:1][C:2]1[C:11]2[C:6](=[CH:7][CH:8]=[CH:9][CH:10]=2)[N:5]=[C:4]([C:12]([C:21]2[CH:20]=[CH:19][C:18]([F:17])=[C:23]([F:24])[CH:22]=2)=[O:14])[N:3]=1. (7) Given the reactants [CH3:1][C:2]1[CH:3]=[C:4]([C:19]2[S:23][C:22]([CH2:24][CH2:25][C:26]3[CH:35]=[CH:34][C:29]([C:30]([O:32]C)=[O:31])=[CH:28][CH:27]=3)=[N:21][CH:20]=2)[CH:5]=[C:6]([NH:8][C:9]2[N:14]=[C:13]([C:15]([F:18])([F:17])[F:16])[CH:12]=[CH:11][N:10]=2)[CH:7]=1.[OH-].[Na+].Cl, predict the reaction product. The product is: [CH3:1][C:2]1[CH:3]=[C:4]([C:19]2[S:23][C:22]([CH2:24][CH2:25][C:26]3[CH:27]=[CH:28][C:29]([C:30]([OH:32])=[O:31])=[CH:34][CH:35]=3)=[N:21][CH:20]=2)[CH:5]=[C:6]([NH:8][C:9]2[N:14]=[C:13]([C:15]([F:18])([F:17])[F:16])[CH:12]=[CH:11][N:10]=2)[CH:7]=1. (8) Given the reactants Cl[C:2]1[CH:3]=[CH:4][C:5]2[N:6]([C:8]([CH:11]([C:13]3[C:14]([F:24])=[C:15]4[C:20](=[CH:21][C:22]=3[F:23])[N:19]=[CH:18][CH:17]=[CH:16]4)[CH3:12])=[CH:9][N:10]=2)[N:7]=1.[F-].[K+].[CH3:27][CH:28]1[NH:33][C:32](=[O:34])[CH2:31][NH:30][CH2:29]1, predict the reaction product. The product is: [F:24][C:14]1[C:13]([CH:11]([C:8]2[N:6]3[N:7]=[C:2]([N:30]4[CH2:29][CH:28]([CH3:27])[NH:33][C:32](=[O:34])[CH2:31]4)[CH:3]=[CH:4][C:5]3=[N:10][CH:9]=2)[CH3:12])=[C:22]([F:23])[CH:21]=[C:20]2[C:15]=1[CH:16]=[CH:17][CH:18]=[N:19]2.